This data is from Forward reaction prediction with 1.9M reactions from USPTO patents (1976-2016). The task is: Predict the product of the given reaction. (1) Given the reactants [CH2:1]([C:8]1([C:13]2[CH:14]=[C:15]3[C:19](=[CH:20][CH:21]=2)[NH:18][C:17]([C:22]#[N:23])=[CH:16]3)[CH2:12][CH2:11][NH:10][CH2:9]1)[C:2]1[CH:7]=[CH:6][CH:5]=[CH:4][CH:3]=1.[OH2:24].[OH-].[K+], predict the reaction product. The product is: [CH2:1]([C:8]1([C:13]2[CH:14]=[C:15]3[C:19](=[CH:20][CH:21]=2)[NH:18][C:17]([C:22]([NH2:23])=[O:24])=[CH:16]3)[CH2:12][CH2:11][NH:10][CH2:9]1)[C:2]1[CH:7]=[CH:6][CH:5]=[CH:4][CH:3]=1. (2) Given the reactants [Cl:1][C:2]1[CH:7]=[C:6]([I:8])[CH:5]=[CH:4][C:3]=1[NH:9][C:10]1[C:14]2[CH:15]=[N:16][CH:17]=[CH:18][C:13]=2[O:12][C:11]=1[C:19]([O:21]CC)=O.[OH-].[Na+].[CH3:26][C:27]1([CH3:35])[O:31][C@@H:30]([CH2:32][O:33][NH2:34])[CH2:29][O:28]1.C1C=CC2N(O)N=NC=2C=1.CCN(C(C)C)C(C)C, predict the reaction product. The product is: [CH3:26][C:27]1([CH3:35])[O:31][C@@H:30]([CH2:32][O:33][NH:34][C:19]([C:11]2[O:12][C:13]3[CH:18]=[CH:17][N:16]=[CH:15][C:14]=3[C:10]=2[NH:9][C:3]2[CH:4]=[CH:5][C:6]([I:8])=[CH:7][C:2]=2[Cl:1])=[O:21])[CH2:29][O:28]1. (3) Given the reactants C(OC([NH:8][C:9]1[CH:14]=[CH:13][C:12]([S:15]([CH:18]([CH2:23][CH2:24][N:25]2[C:30](=[O:31])[C:29]3[CH:32]=[CH:33][CH:34]=[CH:35][C:28]=3[N:27]=[N:26]2)[C:19]([O:21][CH3:22])=[O:20])(=[O:17])=[O:16])=[CH:11][CH:10]=1)=O)(C)(C)C.FC(F)(F)C(O)=O, predict the reaction product. The product is: [NH2:8][C:9]1[CH:10]=[CH:11][C:12]([S:15]([CH:18]([CH2:23][CH2:24][N:25]2[C:30](=[O:31])[C:29]3[CH:32]=[CH:33][CH:34]=[CH:35][C:28]=3[N:27]=[N:26]2)[C:19]([O:21][CH3:22])=[O:20])(=[O:17])=[O:16])=[CH:13][CH:14]=1. (4) Given the reactants [CH3:1][O:2][C:3]1[CH:8]=[CH:7][C:6]([S:9][C:10]2[C:11]([C:23]([O:25]C(C)(C)C)=[O:24])=[N:12][C:13]([S:16][C:17]3[CH:22]=[CH:21][CH:20]=[CH:19][N:18]=3)=[CH:14][CH:15]=2)=[CH:5][CH:4]=1.C(O)(C(F)(F)F)=O, predict the reaction product. The product is: [CH3:1][O:2][C:3]1[CH:8]=[CH:7][C:6]([S:9][C:10]2[C:11]([C:23]([OH:25])=[O:24])=[N:12][C:13]([S:16][C:17]3[CH:22]=[CH:21][CH:20]=[CH:19][N:18]=3)=[CH:14][CH:15]=2)=[CH:5][CH:4]=1. (5) Given the reactants CC(OC([N:8]1[CH:16]=[N:15][C:14]2[C:9]1=[N:10][CH:11]=[N:12][C:13]=2[N:17]1[CH2:22][CH2:21][C:20]2([C:26]3=[N:27][C:28]4[C:33](OS(C(F)(F)F)(=O)=O)=[CH:32][CH:31]=[CH:30][C:29]=4[N:25]3C(=O)[N:23]2C(OC(C)(C)C)=O)[CH2:19][CH2:18]1)=O)(C)C.[C:50]1(B(O)O)[CH:55]=[CH:54][CH:53]=[CH:52][CH:51]=1.[F-].[Cs+].[OH-].[Na+].Cl, predict the reaction product. The product is: [C:50]1([C:33]2[C:28]3[N:27]=[C:26]([C:20]4([NH2:23])[CH2:19][CH2:18][N:17]([C:13]5[N:12]=[CH:11][N:10]=[C:9]6[C:14]=5[N:15]=[CH:16][NH:8]6)[CH2:22][CH2:21]4)[NH:25][C:29]=3[CH:30]=[CH:31][CH:32]=2)[CH:55]=[CH:54][CH:53]=[CH:52][CH:51]=1. (6) The product is: [F:29][C:2]([F:1])([F:28])[O:3][C:4]1[CH:5]=[C:6]([CH:25]=[CH:26][CH:27]=1)[O:7][CH:8]1[CH2:11][N:10]([C:12]2[N:20]=[CH:19][C:18]([C:21]([F:22])([F:23])[F:24])=[CH:17][C:13]=2[C:14]([NH:31][C:32]2([C:35]3[CH:44]=[CH:43][C:38]([C:39]([O:41][CH3:42])=[O:40])=[CH:37][CH:36]=3)[CH2:34][CH2:33]2)=[O:15])[CH2:9]1. Given the reactants [F:1][C:2]([F:29])([F:28])[O:3][C:4]1[CH:5]=[C:6]([CH:25]=[CH:26][CH:27]=1)[O:7][CH:8]1[CH2:11][N:10]([C:12]2[N:20]=[CH:19][C:18]([C:21]([F:24])([F:23])[F:22])=[CH:17][C:13]=2[C:14](O)=[O:15])[CH2:9]1.Cl.[NH2:31][C:32]1([C:35]2[CH:44]=[CH:43][C:38]([C:39]([O:41][CH3:42])=[O:40])=[CH:37][CH:36]=2)[CH2:34][CH2:33]1, predict the reaction product. (7) Given the reactants [CH3:1][O:2][C:3]1[N:4]=[CH:5][C:6]([C:9]([OH:11])=O)=[N:7][CH:8]=1.[NH2:12][C:13]1[CH:14]=[CH:15][C:16]([F:31])=[C:17]([C@:19]2([CH3:30])[CH2:24][S:23](=[O:26])(=[O:25])[C:22]([CH3:28])([CH3:27])[C:21]([NH2:29])=[N:20]2)[CH:18]=1, predict the reaction product. The product is: [NH2:29][C:21]1[C:22]([CH3:27])([CH3:28])[S:23](=[O:25])(=[O:26])[CH2:24][C@:19]([C:17]2[CH:18]=[C:13]([NH:12][C:9]([C:6]3[CH:5]=[N:4][C:3]([O:2][CH3:1])=[CH:8][N:7]=3)=[O:11])[CH:14]=[CH:15][C:16]=2[F:31])([CH3:30])[N:20]=1.